This data is from Full USPTO retrosynthesis dataset with 1.9M reactions from patents (1976-2016). The task is: Predict the reactants needed to synthesize the given product. (1) The reactants are: Br[C:2]1[C:7]2[S:8][C:9]([C:11]([O:13][CH3:14])=[O:12])=[CH:10][C:6]=2[CH:5]=[CH:4][CH:3]=1.[CH3:15][C:16]1[CH:17]=[C:18](B(O)O)[CH:19]=[CH:20][CH:21]=1.[Cl-].[Li+].C(=O)([O-])[O-].[Na+].[Na+]. Given the product [CH3:15][C:16]1[CH:21]=[C:20]([C:2]2[C:7]3[S:8][C:9]([C:11]([O:13][CH3:14])=[O:12])=[CH:10][C:6]=3[CH:5]=[CH:4][CH:3]=2)[CH:19]=[CH:18][CH:17]=1, predict the reactants needed to synthesize it. (2) The reactants are: FC1SC([C:7]2[N:8]=[C:9]([O:18][C:19]3[CH:24]=[CH:23][C:22]([CH2:25][C:26]([O:28][CH3:29])=[O:27])=[CH:21][CH:20]=3)[C:10]3[CH2:15][S:14](=[O:17])(=[O:16])[CH2:13][C:11]=3[N:12]=2)=CC=1.[F:30][C:31]1[CH:32]=[C:33](C2N=C(OC3C=CC(CC(OC)=O)=CC=3)C3CSCC=3N=2)[CH:34]=[CH:35][C:36]=1[O:37][CH3:38]. Given the product [F:30][C:31]1[CH:32]=[C:33]([C:7]2[N:8]=[C:9]([O:18][C:19]3[CH:24]=[CH:23][C:22]([CH2:25][C:26]([O:28][CH3:29])=[O:27])=[CH:21][CH:20]=3)[C:10]3[CH2:15][S:14](=[O:17])(=[O:16])[CH2:13][C:11]=3[N:12]=2)[CH:34]=[CH:35][C:36]=1[O:37][CH3:38], predict the reactants needed to synthesize it. (3) Given the product [CH3:2][C:1]1[NH:20][N:21]=[C:13]2[C:12]3[CH:11]=[C:10]4[CH2:15][CH2:16][CH2:17][CH2:18][C:9]4=[CH:8][C:7]=3[NH:6][C:5](=[O:19])[C:4]=12, predict the reactants needed to synthesize it. The reactants are: [C:1]([C:4]1[C:5](=[O:19])[NH:6][C:7]2[C:12]([C:13]=1O)=[CH:11][C:10]1[CH2:15][CH2:16][CH2:17][CH2:18][C:9]=1[CH:8]=2)(=O)[CH3:2].[NH2:20][NH2:21].